From a dataset of Reaction yield outcomes from USPTO patents with 853,638 reactions. Predict the reaction yield, written as a fraction of the theoretical maximum amount of product (1.0 means a 100% yield; for example, 0.34 means a 34% yield). (1) The reactants are [Cl:1][C:2]1[C:7]2=[N:8][CH:9]=[C:10]([O:12][CH2:13][C:14]3O[CH:16]=[CH:17][N:18]=3)[N:11]=[C:6]2[CH:5]=[CH:4][N:3]=1.ClC1N=C2C=CN=C(Cl)C2=NC=1.[F:31][C:32]1C(CO)=NC=C[CH:37]=1. No catalyst specified. The product is [Cl:1][C:2]1[C:7]2=[N:8][CH:9]=[C:10]([O:12][CH2:13][C:14]3[C:32]([F:31])=[CH:37][CH:16]=[CH:17][N:18]=3)[N:11]=[C:6]2[CH:5]=[CH:4][N:3]=1. The yield is 1.01. (2) The yield is 0.630. The product is [CH2:14]([O:11][CH:8]1[CH2:9][CH2:10][C:5]2([O:4][CH2:3][CH2:2][O:1]2)[CH2:6][CH2:7]1)[C:15]1[CH:20]=[CH:19][CH:18]=[CH:17][CH:16]=1. No catalyst specified. The reactants are [O:1]1[C:5]2([CH2:10][CH2:9][CH:8]([OH:11])[CH2:7][CH2:6]2)[O:4][CH2:3][CH2:2]1.[H-].[Na+].[CH2:14](Br)[C:15]1[CH:20]=[CH:19][CH:18]=[CH:17][CH:16]=1. (3) The reactants are O[CH2:2][C:3]1[CH:11]=[C:10]2[C:6]([CH:7]=[CH:8][N:9]2[C:12]([O:14][C:15]([CH3:18])([CH3:17])[CH3:16])=[O:13])=[CH:5][CH:4]=1.[CH3:19][C:20]1[C:29]2[C:24](=[CH:25][CH:26]=[CH:27][CH:28]=2)[CH:23]=[N:22][C:21]=1[NH:30][S:31]([C:34]1[CH:44]=[CH:43][C:37]([C:38]([O:40][CH2:41][CH3:42])=[O:39])=[CH:36][CH:35]=1)(=[O:33])=[O:32]. No catalyst specified. The product is [CH2:41]([O:40][C:38]([C:37]1[CH:43]=[CH:44][C:34]([S:31]([N:30]([CH2:2][C:3]2[CH:11]=[C:10]3[C:6]([CH:7]=[CH:8][N:9]3[C:12]([O:14][C:15]([CH3:18])([CH3:17])[CH3:16])=[O:13])=[CH:5][CH:4]=2)[C:21]2[N:22]=[CH:23][C:24]3[C:29]([C:20]=2[CH3:19])=[CH:28][CH:27]=[CH:26][CH:25]=3)(=[O:33])=[O:32])=[CH:35][CH:36]=1)=[O:39])[CH3:42]. The yield is 0.550. (4) The reactants are [CH3:1][O:2][C:3]1[CH:4]=[C:5]2[C:10](=[CH:11][CH:12]=1)[N:9]=[C:8]([C:13]1[CH:22]=[CH:21][C:16]([C:17]([O:19][CH3:20])=[O:18])=[CH:15][CH:14]=1)[CH:7]=[CH:6]2.[Br:23]Br. The yield is 1.00. The product is [Br:23][C:4]1[C:3]([O:2][CH3:1])=[CH:12][CH:11]=[C:10]2[C:5]=1[CH:6]=[CH:7][C:8]([C:13]1[CH:22]=[CH:21][C:16]([C:17]([O:19][CH3:20])=[O:18])=[CH:15][CH:14]=1)=[N:9]2. The catalyst is C(Cl)Cl. (5) The product is [Cl:1][C:2]1[N:3]=[CH:4][C:5]2[CH:23]=[C:24]([C:25]3[CH:30]=[CH:29][CH:28]=[CH:27][C:26]=3[Cl:31])[N:8]([CH2:9][C@@H:10]3[CH2:15][CH2:14][CH2:13][N:12]([C:16]([O:18][C:19]([CH3:20])([CH3:21])[CH3:22])=[O:17])[CH2:11]3)[C:6]=2[N:7]=1. The reactants are [Cl:1][C:2]1[N:7]=[C:6]([NH:8][CH2:9][C@@H:10]2[CH2:15][CH2:14][CH2:13][N:12]([C:16]([O:18][C:19]([CH3:22])([CH3:21])[CH3:20])=[O:17])[CH2:11]2)[C:5]([C:23]#[C:24][C:25]2[CH:30]=[CH:29][CH:28]=[CH:27][C:26]=2[Cl:31])=[CH:4][N:3]=1.CC(C)([O-])C.[K+]. The yield is 0.520. The catalyst is O1CCOCC1.C(Cl)Cl. (6) The reactants are [CH2:1]([N:8]1[C:17](=[O:18])[C:16]2[C:11](=[CH:12][C:13]([C:19]([O:21][CH3:22])=[O:20])=[CH:14][CH:15]=2)[N:10]=[C:9]1Cl)[C:2]1[CH:7]=[CH:6][CH:5]=[CH:4][CH:3]=1.C(N(CC)C(C)C)(C)C.[Cl:33][C:34]1[CH:41]=[CH:40][C:37]([CH2:38][NH2:39])=[CH:36][CH:35]=1. The catalyst is C(O)(C)C. The product is [CH2:1]([N:8]1[C:17](=[O:18])[C:16]2[C:11](=[CH:12][C:13]([C:19]([O:21][CH3:22])=[O:20])=[CH:14][CH:15]=2)[N:10]=[C:9]1[NH:39][CH2:38][C:37]1[CH:40]=[CH:41][C:34]([Cl:33])=[CH:35][CH:36]=1)[C:2]1[CH:7]=[CH:6][CH:5]=[CH:4][CH:3]=1. The yield is 0.750.